The task is: Predict which catalyst facilitates the given reaction.. This data is from Catalyst prediction with 721,799 reactions and 888 catalyst types from USPTO. (1) Reactant: [F:1][C:2]1[C:7]([C:8]2[CH:9]=[N:10][N:11]([CH3:13])[CH:12]=2)=[CH:6][N:5]=[C:4]([NH2:14])[CH:3]=1.C1C(=O)N([Br:22])C(=O)C1. Product: [Br:22][C:3]1[C:4]([NH2:14])=[N:5][CH:6]=[C:7]([C:8]2[CH:9]=[N:10][N:11]([CH3:13])[CH:12]=2)[C:2]=1[F:1]. The catalyst class is: 10. (2) Reactant: [Cl:1][C:2]1[CH:3]=[C:4]([C:13]([OH:15])=O)[C:5](=[O:12])[N:6]([CH:9]([CH3:11])[CH3:10])[C:7]=1[CH3:8].C(Cl)(=O)C(Cl)=O.[NH2:22][CH2:23][CH:24]1[CH2:29][CH2:28][N:27]([C:30]([O:32][C:33]([CH3:36])([CH3:35])[CH3:34])=[O:31])[CH2:26][CH2:25]1.C(N(CC)C(C)C)(C)C. Product: [Cl:1][C:2]1[CH:3]=[C:4]([C:13]([NH:22][CH2:23][CH:24]2[CH2:29][CH2:28][N:27]([C:30]([O:32][C:33]([CH3:36])([CH3:35])[CH3:34])=[O:31])[CH2:26][CH2:25]2)=[O:15])[C:5](=[O:12])[N:6]([CH:9]([CH3:10])[CH3:11])[C:7]=1[CH3:8]. The catalyst class is: 120. (3) Reactant: CN(C(ON1N=NC2C=CC=NC1=2)=[N+](C)C)C.F[P-](F)(F)(F)(F)F.[C:25]([O:29][C:30]([N:32]1[CH2:37][CH2:36][CH:35]([CH2:38][C:39]([OH:41])=O)[CH2:34][CH2:33]1)=[O:31])([CH3:28])([CH3:27])[CH3:26].C(N(CC)C(C)C)(C)C.[CH3:51][S:52][C:53]1[CH:59]=[CH:58][C:56]([NH2:57])=[CH:55][CH:54]=1. Product: [CH3:51][S:52][C:53]1[CH:59]=[CH:58][C:56]([NH:57][C:39](=[O:41])[CH2:38][CH:35]2[CH2:34][CH2:33][N:32]([C:30]([O:29][C:25]([CH3:26])([CH3:27])[CH3:28])=[O:31])[CH2:37][CH2:36]2)=[CH:55][CH:54]=1. The catalyst class is: 4. (4) Reactant: [NH:1]([C:18]([O:20][CH2:21][CH:22]1[C:34]2[C:29](=[CH:30][CH:31]=[CH:32][CH:33]=2)[C:28]2[C:23]1=[CH:24][CH:25]=[CH:26][CH:27]=2)=[O:19])[C@@H:2]([C:15](O)=[O:16])[CH2:3][CH2:4][CH2:5][CH2:6][NH:7][C:8]([O:10][C:11]([CH3:14])([CH3:13])[CH3:12])=[O:9].CN1CCOCC1.ClC(OCC(C)C)=O.[BH4-].[Na+]. Product: [CH:24]1[C:23]2[CH:22]([CH2:21][O:20][C:18]([NH:1][C@@H:2]([CH2:15][OH:16])[CH2:3][CH2:4][CH2:5][CH2:6][NH:7][C:8](=[O:9])[O:10][C:11]([CH3:13])([CH3:14])[CH3:12])=[O:19])[C:34]3[C:29](=[CH:30][CH:31]=[CH:32][CH:33]=3)[C:28]=2[CH:27]=[CH:26][CH:25]=1. The catalyst class is: 149. (5) Product: [NH2:34][CH2:33][CH2:32][O:31][C:21]1[C:22]([NH:24][C:25]2[CH:30]=[CH:29][N:28]=[CH:27][CH:26]=2)=[N:23][C:18]([C:11]2[C:12]3[C:17](=[CH:16][CH:15]=[CH:14][CH:13]=3)[N:9]([CH2:8][C:7]3[C:6]([F:45])=[CH:5][C:4]([O:3][CH2:1][CH3:2])=[CH:43][C:42]=3[F:44])[N:10]=2)=[N:19][CH:20]=1. Reactant: [CH2:1]([O:3][C:4]1[CH:43]=[C:42]([F:44])[C:7]([CH2:8][N:9]2[C:17]3[C:12](=[CH:13][CH:14]=[CH:15][CH:16]=3)[C:11]([C:18]3[N:23]=[C:22]([NH:24][C:25]4[CH:30]=[CH:29][N:28]=[CH:27][CH:26]=4)[C:21]([O:31][CH2:32][CH2:33][NH:34]C(=O)OC(C)(C)C)=[CH:20][N:19]=3)=[N:10]2)=[C:6]([F:45])[CH:5]=1)[CH3:2].FC(F)(F)C(O)=O.C(=O)([O-])[O-].[Na+].[Na+].ClCCl.C(O)(C)C. The catalyst class is: 4. (6) Reactant: Cl[C:2]1[N:7]=[C:6]([NH:8][C:9]2[CH:14]=[CH:13][C:12]([O:15][CH3:16])=[C:11]([Cl:17])[CH:10]=2)[CH:5]=[CH:4][N:3]=1.[CH3:18][C:19]1[NH:23][C:22]2[CH:24]=[CH:25][CH:26]=[CH:27][C:21]=2[N:20]=1.C([O-])([O-])=O.[K+].[K+]. Product: [Cl:17][C:11]1[CH:10]=[C:9]([NH:8][C:6]2[CH:5]=[CH:4][N:3]=[C:2]([N:20]3[C:21]4[CH:27]=[CH:26][CH:25]=[CH:24][C:22]=4[N:23]=[C:19]3[CH3:18])[N:7]=2)[CH:14]=[CH:13][C:12]=1[O:15][CH3:16]. The catalyst class is: 3.